From a dataset of Full USPTO retrosynthesis dataset with 1.9M reactions from patents (1976-2016). Predict the reactants needed to synthesize the given product. Given the product [CH3:23][C:13]1[CH:18]=[CH:17][C:16]([S:19]([N:2]2[CH2:3][CH:4]3[CH:9]([CH2:8][CH2:7][CH2:6][CH2:5]3)[CH:1]2[C:10]([OH:12])=[O:11])(=[O:21])=[O:20])=[CH:15][CH:14]=1, predict the reactants needed to synthesize it. The reactants are: [CH:1]1([C:10]([OH:12])=[O:11])[CH:9]2[CH:4]([CH2:5][CH2:6][CH2:7][CH2:8]2)[CH2:3][NH:2]1.[C:13]1([CH3:23])[CH:18]=[CH:17][C:16]([S:19](Cl)(=[O:21])=[O:20])=[CH:15][CH:14]=1.C(=O)([O-])[O-].[Na+].[Na+].